This data is from NCI-60 drug combinations with 297,098 pairs across 59 cell lines. The task is: Regression. Given two drug SMILES strings and cell line genomic features, predict the synergy score measuring deviation from expected non-interaction effect. (1) Drug 1: CCCS(=O)(=O)NC1=C(C(=C(C=C1)F)C(=O)C2=CNC3=C2C=C(C=N3)C4=CC=C(C=C4)Cl)F. Drug 2: CC1=C(C(=O)C2=C(C1=O)N3CC4C(C3(C2COC(=O)N)OC)N4)N. Cell line: OVCAR-4. Synergy scores: CSS=-3.17, Synergy_ZIP=-0.521, Synergy_Bliss=-5.77, Synergy_Loewe=-14.1, Synergy_HSA=-8.18. (2) Drug 1: CCCS(=O)(=O)NC1=C(C(=C(C=C1)F)C(=O)C2=CNC3=C2C=C(C=N3)C4=CC=C(C=C4)Cl)F. Drug 2: C1C(C(OC1N2C=C(C(=O)NC2=O)F)CO)O. Cell line: HCT-15. Synergy scores: CSS=47.2, Synergy_ZIP=4.73, Synergy_Bliss=2.72, Synergy_Loewe=-27.0, Synergy_HSA=1.43. (3) Drug 1: CC12CCC(CC1=CCC3C2CCC4(C3CC=C4C5=CN=CC=C5)C)O. Drug 2: C1=CC(=CC=C1CC(C(=O)O)N)N(CCCl)CCCl.Cl. Cell line: SK-OV-3. Synergy scores: CSS=4.67, Synergy_ZIP=-0.652, Synergy_Bliss=0.610, Synergy_Loewe=-3.38, Synergy_HSA=-1.20. (4) Drug 1: CC(C)NC(=O)C1=CC=C(C=C1)CNNC.Cl. Drug 2: CC(C)CN1C=NC2=C1C3=CC=CC=C3N=C2N. Cell line: RXF 393. Synergy scores: CSS=-1.23, Synergy_ZIP=-0.514, Synergy_Bliss=-1.78, Synergy_Loewe=-2.42, Synergy_HSA=-2.26. (5) Drug 1: CCC1(CC2CC(C3=C(CCN(C2)C1)C4=CC=CC=C4N3)(C5=C(C=C6C(=C5)C78CCN9C7C(C=CC9)(C(C(C8N6C=O)(C(=O)OC)O)OC(=O)C)CC)OC)C(=O)OC)O.OS(=O)(=O)O. Drug 2: CN1C2=C(C=C(C=C2)N(CCCl)CCCl)N=C1CCCC(=O)O.Cl. Cell line: HCT-15. Synergy scores: CSS=-1.20, Synergy_ZIP=3.41, Synergy_Bliss=4.45, Synergy_Loewe=-3.07, Synergy_HSA=-1.21.